This data is from Drug-target binding data from BindingDB using IC50 measurements. The task is: Regression. Given a target protein amino acid sequence and a drug SMILES string, predict the binding affinity score between them. We predict pIC50 (pIC50 = -log10(IC50 in M); higher means more potent). Dataset: bindingdb_ic50. The drug is Cn1cnc(-c2nccc3c(O)nc(OCCCC(F)(F)F)nc23)c1. The target protein sequence is MEPGSDDFLPPPECPVFEPSWAEFRDPLGYIAKIRPIAEKSGICKIRPPADWQPPFAVEVDNFRFTPRIQRLNELEAQTRVKLNYLDQIAKFWEIQGSSLKIPNVERRILDLYSLSKIVVEEGGYEAICKDRRWARVAQRLNYPPGKNIGSLLRSHYERIVYPYEMYQSGANLVQCNTRPFDNEEKDKEYKPHSIPLRQSVQPSKFNSYGRRAKRLQPDPEPTEEDIEKNPELKKLQIYGAGPKMMGLGLMAKDKTLRKKDKEGPECPPTVVVKEELGGDVKVESTSPKTFLESKEELSHSPEPCTKMTMRLRRNHSNAQFIESYVCRMCSRGDEDDKLLLCDGCDDNYHIFCLLPPLPEIPKGVWRCPKCVMAECKRPPEAFGFEQATREYTLQSFGEMADSFKADYFNMPVHMVPTELVEKEFWRLVNSIEEDVTVEYGADIHSKEFGSGFPVSDSKRHLTPEEEEYATSGWNLNVMPVLEQSVLCHINADISGMKVP.... The pIC50 is 3.7.